This data is from Catalyst prediction with 721,799 reactions and 888 catalyst types from USPTO. The task is: Predict which catalyst facilitates the given reaction. (1) Reactant: [H-].[Na+].[CH2:3]([O:5][C:6](=[O:12])[CH:7]([CH3:11])[C:8]([CH3:10])=[O:9])[CH3:4].Br[CH2:14][CH2:15][CH2:16][CH2:17][CH2:18][O:19][C:20](=[O:22])[CH3:21]. Product: [C:8]([C:7]([CH3:11])([CH2:14][CH2:15][CH2:16][CH2:17][CH2:18][O:19][C:20](=[O:22])[CH3:21])[C:6]([O:5][CH2:3][CH3:4])=[O:12])(=[O:9])[CH3:10]. The catalyst class is: 11. (2) Reactant: [CH3:1][CH:2]([O:4][C:5]1[CH:6]=[C:7]([O:25][C:26]2[CH:31]=[CH:30][C:29]([S:32]([CH3:35])(=[O:34])=[O:33])=[CH:28][CH:27]=2)[CH:8]=[C:9]2[C:13]=1[NH:12][C:11]([C:14]1[S:15][CH:16]([CH2:19]C(OCC)=O)[CH2:17][N:18]=1)=[CH:10]2)[CH3:3].[O:36]1[CH2:40][CH2:39]CC1.[CH3:41][Mg]Br.Cl. Product: [CH3:41][C:40]([OH:36])([CH3:39])[CH2:19][CH:16]1[S:15][C:14]([C:11]2[NH:12][C:13]3[C:9]([CH:10]=2)=[CH:8][C:7]([O:25][C:26]2[CH:31]=[CH:30][C:29]([S:32]([CH3:35])(=[O:33])=[O:34])=[CH:28][CH:27]=2)=[CH:6][C:5]=3[O:4][CH:2]([CH3:3])[CH3:1])=[N:18][CH2:17]1. The catalyst class is: 7. (3) The catalyst class is: 11. Product: [CH2:36]([O:35][P:33]([O-:41])([O:38][CH2:39][CH3:40])=[O:34])[CH3:37].[CH2:1]([N+:3]1[CH:7]=[CH:6][N:5]([CH2:19][CH2:18][CH2:17][CH2:16][CH2:15][CH2:14][CH2:13][CH2:12][CH2:11][CH2:10][CH2:9][CH3:8])[CH:4]=1)[CH3:2]. Reactant: [CH2:1]([N:3]1[CH:7]=[CH:6][N:5]=[CH:4]1)[CH3:2].[CH2:8](N1C=CN=C1)[CH2:9][CH2:10][CH2:11][CH2:12][CH2:13][CH2:14][CH2:15][CH2:16][CH2:17][CH2:18][CH3:19].P(OC)(OC)(OC)=O.[P:33]([O:41]CC)([O:38][CH2:39][CH3:40])([O:35][CH2:36][CH3:37])=[O:34].C(OCCCC)CCC. (4) Reactant: [N:1]([CH:4]([C:9]1[C:14]2[N:15]3[CH2:21][CH2:20][CH2:19][N:18]([C:22]4[CH:27]=[CH:26][C:25]([Cl:28])=[CH:24][C:23]=4[Cl:29])[C:16]3=[N:17][C:13]=2[C:12]([Cl:30])=[CH:11][CH:10]=1)[C:5]([F:8])([F:7])[F:6])=[N+]=[N-].C1(P(C2C=CC=CC=2)C2C=CC=CC=2)C=CC=CC=1. Product: [Cl:30][C:12]1[C:13]2[N:17]=[C:16]3[N:18]([C:22]4[CH:27]=[CH:26][C:25]([Cl:28])=[CH:24][C:23]=4[Cl:29])[CH2:19][CH2:20][CH2:21][N:15]3[C:14]=2[C:9]([CH:4]([NH2:1])[C:5]([F:6])([F:7])[F:8])=[CH:10][CH:11]=1. The catalyst class is: 30. (5) Reactant: [CH2:1]([N:3]1[C:7]2[CH:8]=[C:9]([CH2:12][C:13]([C:15]3[CH:20]=[CH:19][CH:18]=[C:17]([CH3:21])[N:16]=3)=O)[CH:10]=[CH:11][C:6]=2[N:5]=[CH:4]1)[CH3:2].[NH+]1C=CC=CC=1.[NH2:28][C:29]([NH2:31])=[S:30]. Product: [CH2:1]([N:3]1[C:7]2[CH:8]=[C:9]([C:12]3[S:30][C:29]([NH2:31])=[N:28][C:13]=3[C:15]3[CH:20]=[CH:19][CH:18]=[C:17]([CH3:21])[N:16]=3)[CH:10]=[CH:11][C:6]=2[N:5]=[CH:4]1)[CH3:2]. The catalyst class is: 2.